Task: Regression. Given two drug SMILES strings and cell line genomic features, predict the synergy score measuring deviation from expected non-interaction effect.. Dataset: NCI-60 drug combinations with 297,098 pairs across 59 cell lines (1) Drug 1: CC1=C(N=C(N=C1N)C(CC(=O)N)NCC(C(=O)N)N)C(=O)NC(C(C2=CN=CN2)OC3C(C(C(C(O3)CO)O)O)OC4C(C(C(C(O4)CO)O)OC(=O)N)O)C(=O)NC(C)C(C(C)C(=O)NC(C(C)O)C(=O)NCCC5=NC(=CS5)C6=NC(=CS6)C(=O)NCCC[S+](C)C)O. Drug 2: B(C(CC(C)C)NC(=O)C(CC1=CC=CC=C1)NC(=O)C2=NC=CN=C2)(O)O. Cell line: NCI/ADR-RES. Synergy scores: CSS=73.9, Synergy_ZIP=0.678, Synergy_Bliss=0.482, Synergy_Loewe=2.24, Synergy_HSA=3.17. (2) Drug 1: C1=CC(=CC=C1CCCC(=O)O)N(CCCl)CCCl. Drug 2: CN1C(=O)N2C=NC(=C2N=N1)C(=O)N. Synergy scores: CSS=5.92, Synergy_ZIP=-1.53, Synergy_Bliss=-1.64, Synergy_Loewe=-9.12, Synergy_HSA=-4.79. Cell line: SK-MEL-2. (3) Drug 1: CC1CCC2CC(C(=CC=CC=CC(CC(C(=O)C(C(C(=CC(C(=O)CC(OC(=O)C3CCCCN3C(=O)C(=O)C1(O2)O)C(C)CC4CCC(C(C4)OC)O)C)C)O)OC)C)C)C)OC. Drug 2: CC(C)CN1C=NC2=C1C3=CC=CC=C3N=C2N. Cell line: NCI-H322M. Synergy scores: CSS=4.72, Synergy_ZIP=-1.29, Synergy_Bliss=0.367, Synergy_Loewe=-0.315, Synergy_HSA=-0.605. (4) Cell line: HOP-92. Synergy scores: CSS=2.90, Synergy_ZIP=0.574, Synergy_Bliss=1.30, Synergy_Loewe=-0.0281, Synergy_HSA=0.382. Drug 2: C(=O)(N)NO. Drug 1: CS(=O)(=O)CCNCC1=CC=C(O1)C2=CC3=C(C=C2)N=CN=C3NC4=CC(=C(C=C4)OCC5=CC(=CC=C5)F)Cl. (5) Drug 1: COC1=NC(=NC2=C1N=CN2C3C(C(C(O3)CO)O)O)N. Drug 2: C1CN(P(=O)(OC1)NCCCl)CCCl. Cell line: MOLT-4. Synergy scores: CSS=60.4, Synergy_ZIP=3.71, Synergy_Bliss=3.34, Synergy_Loewe=-28.0, Synergy_HSA=1.66. (6) Drug 1: CC1=C(C(=CC=C1)Cl)NC(=O)C2=CN=C(S2)NC3=CC(=NC(=N3)C)N4CCN(CC4)CCO. Drug 2: C(CCl)NC(=O)N(CCCl)N=O. Cell line: HS 578T. Synergy scores: CSS=30.0, Synergy_ZIP=-13.0, Synergy_Bliss=-8.16, Synergy_Loewe=-1.25, Synergy_HSA=-0.454. (7) Drug 1: CC(C)CN1C=NC2=C1C3=CC=CC=C3N=C2N. Drug 2: COCCOC1=C(C=C2C(=C1)C(=NC=N2)NC3=CC=CC(=C3)C#C)OCCOC.Cl. Cell line: OVCAR3. Synergy scores: CSS=3.53, Synergy_ZIP=-2.46, Synergy_Bliss=-0.872, Synergy_Loewe=-15.7, Synergy_HSA=-14.7. (8) Drug 1: COC1=C2C(=CC3=C1OC=C3)C=CC(=O)O2. Drug 2: CC1C(C(CC(O1)OC2CC(CC3=C2C(=C4C(=C3O)C(=O)C5=C(C4=O)C(=CC=C5)OC)O)(C(=O)CO)O)N)O.Cl. Cell line: SF-539. Synergy scores: CSS=44.9, Synergy_ZIP=-1.06, Synergy_Bliss=-2.48, Synergy_Loewe=-20.0, Synergy_HSA=-2.34.